Dataset: Drug-target binding data from BindingDB using Ki measurements. Task: Regression. Given a target protein amino acid sequence and a drug SMILES string, predict the binding affinity score between them. We predict pKi (pKi = -log10(Ki in M); higher means stronger inhibition). Dataset: bindingdb_ki. (1) The compound is CCCCCCCCCCCC(=O)N[C@H](C(=O)N[C@H](C(=O)N[C@H](C(=O)N[C@@H](Cc1ccccc1)C(=O)N[C@@H](CC(=O)O)C(=O)N[C@@H](Cc1ccc(O)cc1)C(=O)O)[C@@H](C)O)[C@@H](C)CC)[C@@H](C)O. The target protein (P22141) has sequence MDIILGIRVQDSVILASSKAVTRGISVLKDSDDKTRQLSPHTLMSFAGEAGDTVQFAEYIQANIQLYSIREDYELSPQAVSSFVRQELAKSIRSRRPYQVNVLIGGYDKKKNKPELYQIDYLGTKVELPYGAHGYSGFYTFSLLDHHYRPDMTTEEGLDLLKLCVQELEKRMPMDFKGVIVKIVDKDGIRQVDDFQAQ. The pKi is 4.1. (2) The drug is C[C@H]1CCCC(C)(C)[C@@]1(O)/C=C/C=C\C(=O)O. The target protein (Q9FH76) has sequence MDFSGLFLTLSAAALFLCLLRFIAGVRRSSSTKLPLPPGTMGYPYVGETFQLYSQDPNVFFAAKQRRYGSVFKTHVLGCPCVMISSPEAAKFVLVTKSHLFKPTFPASKERMLGKQAIFFHQGDYHSKLRKLVLRAFMPDAIRNMVPHIESIAQESLNSWDGTQLNTYQEMKTYTFNVALISILGKDEVYYREDLKRCYYILEKGYNSMPINLPGTLFHKAMKARKELAQILANILSKRRQNPSSHTDLLGSFMEDKAGLTDEQIADNIIGVIFAARDTTASVLTWILKYLADNPTVLEAVTEEQMAIRKDKKEGESLTWEDTKKMPLTYRVIQETLRAATILSFTFREAVEDVEYEGYLIPKGWKVLPLFRNIHHNADIFSDPGKFDPSRFEVAPKPNTFMPFGSGIHSCPGNELAKLEISVLIHHLTTKYRWSIVGPSDGIQYGPFALPQNGLPIALERKP. The pKi is 5.8. (3) The compound is O=C1OC(c2ccc(O)cc2)(c2ccc(O)cc2)c2ccccc21. The target protein (Q834R3) has sequence MEEAYLALGKKILEEGHFKEDRTGTGTYSLFGYQMRFDLAKGFPLLTTKRVPFGLIKSELLWFLKGDTNIRYLLERNNHIWDEWAFERYVKSADYQGPDMTDFGHRVLQDPAFAEQYKEEHQKFCDAILNDAEFAEKYGELGNIYGAQWRHWETKDGSFIDQLANVIEMIKTNPDSRRLIVSAWNPEDVPSMALPPCHTMFQFYVNEGKLSCQLYQRSADVFLGVPFNIASYALLTHLIAHETGLEVGEFVHTLGDAHLYQNHVEQMQEQLSREVRSFPTLVLNPDKASVFDFDMEDIKVEGYDPHPTIKAPIAV. The pKi is 5.8. (4) The small molecule is C[C@H](NC(=O)[C@H](CCCN=C(N)N)NC(=O)[C@H](CCC(N)=O)NC(=O)[C@@H]1CCCN1C(=O)[C@@H](N)[C@@H](C)O)C(=O)N[C@@H](CCCN=C(N)N)C(=O)N[C@@H](CCCN=C(N)N)C(=O)N[C@@H](CCCN=C(N)N)C(=O)N[C@@H](CCCCN)C(=O)N[C@@H](CCCCN)C(=O)N[C@@H](CCCN=C(N)N)C(=O)N[C@@H](Cc1ccc(O)cc1)C(=O)O. The target protein (Q92824) has sequence MGWGSRCCCPGRLDLLCVLALLGGCLLPVCRTRVYTNHWAVKIAGGFPEANRIASKYGFINIGQIGALKDYYHFYHSRTIKRSVISSRGTHSFISMEPKVEWIQQQVVKKRTKRDYDFSRAQSTYFNDPKWPSMWYMHCSDNTHPCQSDMNIEGAWKRGYTGKNIVVTILDDGIERTHPDLMQNYDALASCDVNGNDLDPMPRYDASNENKHGTRCAGEVAAAANNSHCTVGIAFNAKIGGVRMLDGDVTDMVEAKSVSFNPQHVHIYSASWGPDDDGKTVDGPAPLTRQAFENGVRMGRRGLGSVFVWASGNGGRSKDHCSCDGYTNSIYTISISSTAESGKKPWYLEECSSTLATTYSSGESYDKKIITTDLRQRCTDNHTGTSASAPMAAGIIALALEANPFLTWRDVQHVIVRTSRAGHLNANDWKTNAAGFKVSHLYGFGLMDAEAMVMEAEKWTTVPRQHVCVESTDRQIKTIRPNSAVRSIYKASGCSDNPNR.... The pKi is 6.2. (5) The compound is Cc1c(O)cccc1C(=O)N[C@@H](CSc1ccccc1)[C@H](O)CN1C[C@H]2CCCC[C@H]2C[C@H]1C(=O)NC(C)(C)C. The pKi is 8.2. The target protein sequence is PQITLWQRPLVTIKIGGQLKEALLDTGADNTVLEEMSLPGRWKPKMIGGIGGFIKVRQYDQILIEICGHKVIGTVLVGPTPVNIIGRNLLTQIGCTLNF.